Dataset: Experimentally validated miRNA-target interactions with 360,000+ pairs, plus equal number of negative samples. Task: Binary Classification. Given a miRNA mature sequence and a target amino acid sequence, predict their likelihood of interaction. The miRNA is cel-miR-83-3p with sequence UAGCACCAUAUAAAUUCAGUAA. The protein sequence of the target gene is MPALPLDQLQITHKDPKTGQPKTSAALNPEQKADRYFVLYKPPPKDNIPALVEEYLERANFVANDLDWLLALPHDKFWCQVIFDETLQKCLDSYLHYVPRKFDEWVAPTPEVADMQNHLHRSVFLTFLRMSTHKESKDHFISPSAFGEILYNNFLFDIPKILDLCVLFGKGNSPLLQKMIGNIFTQQPSYYTDLDETIPTILQVFSNILQHCGLQGDGTSTTPQKLGERSPLTPSDMPLLELKDIVLYLCDTSTTLWAFLDIFPLACQTFQKHDFCYRLASFYEMAIPELESAIKKRRLE.... Result: 0 (no interaction).